Dataset: Reaction yield outcomes from USPTO patents with 853,638 reactions. Task: Predict the reaction yield, written as a fraction of the theoretical maximum amount of product (1.0 means a 100% yield; for example, 0.34 means a 34% yield). The reactants are [NH2:1][C:2]1[CH:7]=[CH:6][CH:5]=[CH:4][N:3]=1.[N:8]1[CH:13]=[C:12]([CH:14]=O)[CH:11]=[N:10][CH:9]=1. The catalyst is C(Cl)(Cl)Cl. The product is [N:8]1[CH:13]=[C:12]([CH:14]=[N:1][C:2]2[CH:7]=[CH:6][CH:5]=[CH:4][N:3]=2)[CH:11]=[N:10][CH:9]=1. The yield is 0.998.